From a dataset of Forward reaction prediction with 1.9M reactions from USPTO patents (1976-2016). Predict the product of the given reaction. (1) Given the reactants [CH2:1]([O:8][C:9]([NH:11][C:12]1[CH:27]=[CH:26][C:15]([O:16][C:17]2[CH:22]=[CH:21][N:20]=[C:19](C(O)=O)[CH:18]=2)=[C:14]([F:28])[CH:13]=1)=[O:10])[C:2]1[CH:7]=[CH:6][CH:5]=[CH:4][CH:3]=1.C([N:31]([CH2:34]C)CC)C.C1(P(N=[N+]=[N-])(C2C=CC=CC=2)=[O:43])C=CC=CC=1.[C:53]([OH:57])([CH3:56])([CH3:55])[CH3:54], predict the reaction product. The product is: [C:53]([O:57][C:34](=[O:43])[NH:31][C:19]1[CH:18]=[C:17]([O:16][C:15]2[CH:26]=[CH:27][C:12]([NH:11][C:9]([O:8][CH2:1][C:2]3[CH:7]=[CH:6][CH:5]=[CH:4][CH:3]=3)=[O:10])=[CH:13][C:14]=2[F:28])[CH:22]=[CH:21][N:20]=1)([CH3:56])([CH3:55])[CH3:54]. (2) The product is: [NH2:1][C:4]1[CH:5]=[CH:6][C:7]2[N:13]([CH3:14])[C:12](=[O:15])[O:11][CH2:10][CH2:9][C:8]=2[CH:16]=1. Given the reactants [N+:1]([C:4]1[CH:5]=[CH:6][C:7]2[N:13]([CH3:14])[C:12](=[O:15])[O:11][CH2:10][CH2:9][C:8]=2[CH:16]=1)([O-])=O, predict the reaction product. (3) Given the reactants [ClH:1].[CH2:2]([O:4]/[C:5](=[CH:9]\[C:10]1[CH:11]=[N:12][C:13]([C:16]2[CH:21]=[CH:20][CH:19]=[C:18]([N:22]([CH3:33])[C:23]([NH:25][CH2:26][CH2:27][CH2:28][CH2:29][CH2:30][CH2:31][CH3:32])=[O:24])[CH:17]=2)=[CH:14][CH:15]=1)/[C:6]([OH:8])=[O:7])[CH3:3], predict the reaction product. The product is: [ClH:1].[CH2:2]([O:4]/[C:5](=[CH:9]\[C:10]1[CH:11]=[N:12][C:13]([C:16]2[CH:21]=[CH:20][CH:19]=[C:18]([N:22]([CH3:33])[C:23]([NH:25][CH2:26][CH2:27][CH2:28][CH2:29][CH2:30][CH2:31][CH3:32])=[O:24])[CH:17]=2)=[CH:14][CH:15]=1)/[C:6]([OH:8])=[O:7])[CH3:3]. (4) Given the reactants CN(C)C=O.ClC1C=CC=C([N+]([O-])=O)C=1S[C:17]1[N:18]([CH2:25][C@:26]([OH:51])([CH3:50])[CH2:27][N:28]2[CH2:33][CH2:32][N:31]([C:34]([O:36][CH2:37][CH:38]=[CH:39][C:40]3[CH:45]=[CH:44][C:43]([C:46]([F:49])([F:48])[F:47])=[CH:42][CH:41]=3)=[O:35])[CH2:30][CH2:29]2)[CH:19]=[C:20]([N+:22]([O-:24])=[O:23])[N:21]=1.CC(C)([O-])C.[Na+].O, predict the reaction product. The product is: [CH3:50][C@@:26]1([CH2:27][N:28]2[CH2:29][CH2:30][N:31]([C:34]([O:36][CH2:37][CH:38]=[CH:39][C:40]3[CH:45]=[CH:44][C:43]([C:46]([F:47])([F:49])[F:48])=[CH:42][CH:41]=3)=[O:35])[CH2:32][CH2:33]2)[O:51][C:17]2=[N:21][C:20]([N+:22]([O-:24])=[O:23])=[CH:19][N:18]2[CH2:25]1. (5) Given the reactants C([O:4][C:5]1[CH:6]=[C:7]2[C:12](=[CH:13][C:14]=1[O:15][CH3:16])[N:11]=[CH:10][N:9]=[C:8]2Cl)(=O)C.[Cl:18][C:19]1[C:20]([F:26])=[C:21]([CH:23]=[CH:24][CH:25]=1)[NH2:22].Cl.N, predict the reaction product. The product is: [Cl:18][C:19]1[C:20]([F:26])=[C:21]([CH:23]=[CH:24][CH:25]=1)[NH:22][C:8]1[C:7]2[C:12](=[CH:13][C:14]([O:15][CH3:16])=[C:5]([OH:4])[CH:6]=2)[N:11]=[CH:10][N:9]=1. (6) Given the reactants FC(F)(F)C(O)=O.[CH3:8][NH:9][C:10]([C:12]1[CH:13]=[CH:14][C:15]([O:18][CH2:19][C:20]2[CH:37]=[CH:36][C:23]3[CH2:24][CH2:25][N:26](C(OC(C)(C)C)=O)[CH2:27][CH2:28][C:22]=3[CH:21]=2)=[N:16][CH:17]=1)=[O:11], predict the reaction product. The product is: [CH3:8][NH:9][C:10]([C:12]1[CH:17]=[N:16][C:15]([O:18][CH2:19][C:20]2[CH:37]=[CH:36][C:23]3[CH2:24][CH2:25][NH:26][CH2:27][CH2:28][C:22]=3[CH:21]=2)=[CH:14][CH:13]=1)=[O:11].